Dataset: Reaction yield outcomes from USPTO patents with 853,638 reactions. Task: Predict the reaction yield, written as a fraction of the theoretical maximum amount of product (1.0 means a 100% yield; for example, 0.34 means a 34% yield). (1) The reactants are [Cl:1][C:2]1[CH:7]=[CH:6][C:5]([C:8]2[C:13]([C:14]([NH2:16])=[O:15])=[CH:12][N:11]=[CH:10][CH:9]=2)=[C:4](F)[CH:3]=1.[H-].[Na+]. The catalyst is C1COCC1. The yield is 0.970. The product is [Cl:1][C:2]1[CH:7]=[CH:6][C:5]2[C:8]3[C:13](=[CH:12][N:11]=[CH:10][CH:9]=3)[C:14](=[O:15])[NH:16][C:4]=2[CH:3]=1. (2) The reactants are [CH:1]1[CH:6]=[CH:5][C:4](P([C:1]2[CH:6]=[CH:5][C:4]3[C:3](=CC=CC=3)[C:2]=2[C:1]2[C:6]3[C:5](=CC=CC=3)[CH:4]=[CH:3][C:2]=2P([C:1]2[CH:6]=[CH:5][CH:4]=[CH:3][CH:2]=2)[C:1]2[CH:6]=[CH:5][CH:4]=[CH:3][CH:2]=2)[C:1]2[CH:6]=[CH:5][CH:4]=[CH:3][CH:2]=2)=[CH:3][CH:2]=1.C1(B(O)O)C=CC=CC=1.[CH3:56][C:57]1[CH:58]=[C:59]2[C:64](=[CH:65][CH:66]=1)[O:63][C:62](=[O:67])[CH:61]=[CH:60]2.CCN(CC)CC.[NH4+].[Cl-]. The catalyst is O1CCOCC1.C(OCC)(=O)C. The product is [CH3:56][C:57]1[CH:58]=[C:59]2[C:64](=[CH:65][CH:66]=1)[O:63][C:62](=[O:67])[CH2:61][C@@H:60]2[C:1]1[CH:6]=[CH:5][CH:4]=[CH:3][CH:2]=1. The yield is 0.420. (3) The reactants are [F:1][C:2]1[CH:7]=[CH:6][C:5]([C:8]2[O:9][C:10]3[CH:20]=[C:19]([N:21]([CH3:26])[S:22]([CH3:25])(=[O:24])=[O:23])[C:18]([CH:27]4[CH2:31][N:30]([CH3:32])[C@H:29]([C:33]([O:35]C)=[O:34])[CH2:28]4)=[CH:17][C:11]=3[C:12]=2[C:13](=[O:16])[NH:14][CH3:15])=[CH:4][CH:3]=1.O[Li].O. The catalyst is O1CCOCC1.O. The product is [F:1][C:2]1[CH:7]=[CH:6][C:5]([C:8]2[O:9][C:10]3[CH:20]=[C:19]([N:21]([CH3:26])[S:22]([CH3:25])(=[O:23])=[O:24])[C:18]([CH:27]4[CH2:31][N:30]([CH3:32])[C@H:29]([C:33]([OH:35])=[O:34])[CH2:28]4)=[CH:17][C:11]=3[C:12]=2[C:13](=[O:16])[NH:14][CH3:15])=[CH:4][CH:3]=1. The yield is 0.918. (4) The reactants are [Cl:1][C:2]1[CH:7]=[C:6]([N+:8]([O-])=O)[C:5]([Cl:11])=[CH:4][C:3]=1[CH2:12][C:13]([OH:15])=[O:14]. The catalyst is C(O)C. The product is [Cl:1][C:2]1[CH:7]=[C:6]([NH2:8])[C:5]([Cl:11])=[CH:4][C:3]=1[CH2:12][C:13]([OH:15])=[O:14]. The yield is 0.950. (5) The reactants are [Br:1][C:2]1[CH:7]=[C:6]([Cl:8])[CH:5]=[CH:4][C:3]=1[OH:9].Br[CH2:11][CH2:12][F:13].C(=O)([O-])[O-].[K+].[K+]. The catalyst is CC(=O)CC. The product is [Br:1][C:2]1[CH:7]=[C:6]([Cl:8])[CH:5]=[CH:4][C:3]=1[O:9][CH2:11][CH2:12][F:13]. The yield is 0.890. (6) The reactants are [CH3:1][C:2]1[C:6]([CH3:7])=[C:5]([NH:8][C:9](=[O:16])OCC(Cl)(Cl)Cl)[O:4][N:3]=1.[F:17][C:18]([F:37])([F:36])[C:19]1[CH:20]=[C:21]([C:25]2[N:26]=[C:27]([N:30]3[CH2:35][CH2:34][NH:33][CH2:32][CH2:31]3)[S:28][CH:29]=2)[CH:22]=[CH:23][CH:24]=1.C(N(C(C)C)CC)(C)C.O. The catalyst is CS(C)=O. The product is [CH3:1][C:2]1[C:6]([CH3:7])=[C:5]([NH:8][C:9]([N:33]2[CH2:34][CH2:35][N:30]([C:27]3[S:28][CH:29]=[C:25]([C:21]4[CH:22]=[CH:23][CH:24]=[C:19]([C:18]([F:37])([F:17])[F:36])[CH:20]=4)[N:26]=3)[CH2:31][CH2:32]2)=[O:16])[O:4][N:3]=1. The yield is 0.431. (7) The reactants are [F:1][C:2]1[CH:7]=[CH:6][CH:5]=[CH:4][C:3]=1[C:8](=[O:10])[CH3:9].[Br:11]Br. The catalyst is C(OCC)C. The product is [Br:11][CH2:9][C:8]([C:3]1[CH:4]=[CH:5][CH:6]=[CH:7][C:2]=1[F:1])=[O:10]. The yield is 0.749. (8) The reactants are C([O:3][C:4](=[O:62])[CH:5]([O:48][C:49]1[CH:54]=[CH:53][CH:52]=[CH:51][C:50]=1[CH2:55][CH2:56][C:57]([O:59]CC)=[O:58])[CH:6]([CH2:8][CH2:9][CH2:10][CH2:11][CH2:12][CH2:13][O:14][C:15]1[CH:16]=[C:17]([C:39]2[CH:47]=[CH:46][C:42]3[O:43][CH2:44][O:45][C:41]=3[CH:40]=2)[CH2:18][C:19]([C:26]2[C:27](=[O:38])[N:28]([CH3:37])[C:29]([CH3:36])=[CH:30][C:31]=2[C:32]([F:35])([F:34])[F:33])([C:21]2[CH:25]=[CH:24][S:23][CH:22]=2)[CH:20]=1)[CH3:7])C.[OH-].[Na+]. No catalyst specified. The product is [O:43]1[C:42]2[CH:46]=[CH:47][C:39]([C:17]3[CH2:18][C:19]([C:26]4[C:27](=[O:38])[N:28]([CH3:37])[C:29]([CH3:36])=[CH:30][C:31]=4[C:32]([F:33])([F:34])[F:35])([C:21]4[CH:25]=[CH:24][S:23][CH:22]=4)[CH:20]=[C:15]([O:14][CH2:13][CH2:12][CH2:11][CH2:10][CH2:9][CH2:8][CH:6]([CH3:7])[CH:5]([O:48][C:49]4[CH:54]=[CH:53][CH:52]=[CH:51][C:50]=4[CH2:55][CH2:56][C:57]([OH:59])=[O:58])[C:4]([OH:62])=[O:3])[CH:16]=3)=[CH:40][C:41]=2[O:45][CH2:44]1. The yield is 0.860. (9) The reactants are [OH:1][CH2:2][C:3]1[CH:7]=[N:6][N:5]([CH2:8][C@@H:9]2[C@H:12]([NH:13][C:14](=[O:23])[O:15][CH2:16][C:17]3[CH:22]=[CH:21][CH:20]=[CH:19][CH:18]=3)[C:11](=[O:24])[NH:10]2)[N:4]=1. The catalyst is C1COCC1.[O-2].[O-2].[Mn+4].O=[Mn]=O. The product is [CH:2]([C:3]1[CH:7]=[N:6][N:5]([CH2:8][C@@H:9]2[C@H:12]([NH:13][C:14](=[O:23])[O:15][CH2:16][C:17]3[CH:18]=[CH:19][CH:20]=[CH:21][CH:22]=3)[C:11](=[O:24])[NH:10]2)[N:4]=1)=[O:1]. The yield is 0.890.